From a dataset of Forward reaction prediction with 1.9M reactions from USPTO patents (1976-2016). Predict the product of the given reaction. (1) Given the reactants [O:1]([C:8]1[CH:30]=[CH:29][C:11]([O:12][C:13]2[N:21]=[CH:20][C:19]([NH:22][CH:23]3[CH2:28][CH2:27][CH2:26][NH:25][CH2:24]3)=[CH:18][C:14]=2[C:15]([NH2:17])=[O:16])=[CH:10][CH:9]=1)[C:2]1[CH:7]=[CH:6][CH:5]=[CH:4][CH:3]=1.C(N(CC)C(C)C)(C)C.[C:40](Cl)(=[O:43])[CH:41]=[CH2:42], predict the reaction product. The product is: [C:40]([N:25]1[CH2:26][CH2:27][CH2:28][CH:23]([NH:22][C:19]2[CH:20]=[N:21][C:13]([O:12][C:11]3[CH:29]=[CH:30][C:8]([O:1][C:2]4[CH:3]=[CH:4][CH:5]=[CH:6][CH:7]=4)=[CH:9][CH:10]=3)=[C:14]([CH:18]=2)[C:15]([NH2:17])=[O:16])[CH2:24]1)(=[O:43])[CH:41]=[CH2:42]. (2) Given the reactants C([O:3][C:4](=[O:32])[C:5]([O:24][C:25]1[CH:30]=[CH:29][C:28]([F:31])=[CH:27][CH:26]=1)([CH3:23])[CH2:6][C:7]1[CH:12]=[CH:11][C:10]([O:13][CH2:14][CH2:15][CH:16]2[CH2:20][NH:19][C:18](=[O:21])[N:17]2[CH3:22])=[CH:9][CH:8]=1)C.[H-].[Na+].[C:35]([C:39]1[CH:46]=[CH:45][C:42]([CH2:43]Br)=[CH:41][CH:40]=1)([CH3:38])([CH3:37])[CH3:36], predict the reaction product. The product is: [C:35]([C:39]1[CH:46]=[CH:45][C:42]([CH2:43][N:19]2[CH2:20][CH:16]([CH2:15][CH2:14][O:13][C:10]3[CH:11]=[CH:12][C:7]([CH2:6][C:5]([O:24][C:25]4[CH:26]=[CH:27][C:28]([F:31])=[CH:29][CH:30]=4)([CH3:23])[C:4]([OH:32])=[O:3])=[CH:8][CH:9]=3)[N:17]([CH3:22])[C:18]2=[O:21])=[CH:41][CH:40]=1)([CH3:38])([CH3:37])[CH3:36]. (3) Given the reactants [Br:1][C:2]1[CH:3]=[C:4]([CH3:11])[C:5]([F:10])=[C:6]([CH:9]=1)[CH:7]=O.CC([O-])=O.[Na+].Cl.[NH2:18][OH:19], predict the reaction product. The product is: [Br:1][C:2]1[CH:3]=[C:4]([CH3:11])[C:5]([F:10])=[C:6]([CH:9]=1)/[CH:7]=[N:18]/[OH:19]. (4) The product is: [Cl:1][C:2]1[CH:7]=[CH:6][C:5]([S:8]([N:11]2[CH2:16][CH2:15][CH2:14][C@@H:13]([NH:17][C:18]3[N:23]=[C:22]([C:24]4[N:31]5[C:27]([S:28][CH:29]=[CH:30]5)=[N:26][C:25]=4[C:32]4[CH:33]=[C:34]([C:35](=[O:36])[CH3:44])[CH:41]=[CH:42][CH:43]=4)[CH:21]=[CH:20][N:19]=3)[CH2:12]2)(=[O:9])=[O:10])=[CH:4][CH:3]=1. Given the reactants [Cl:1][C:2]1[CH:7]=[CH:6][C:5]([S:8]([N:11]2[CH2:16][CH2:15][CH2:14][C@@H:13]([NH:17][C:18]3[N:23]=[C:22]([C:24]4[N:31]5[C:27]([S:28][CH:29]=[CH:30]5)=[N:26][C:25]=4[C:32]4[CH:33]=[C:34]([CH:41]=[CH:42][CH:43]=4)[C:35](N(OC)C)=[O:36])[CH:21]=[CH:20][N:19]=3)[CH2:12]2)(=[O:10])=[O:9])=[CH:4][CH:3]=1.[CH3:44][Mg]Cl, predict the reaction product. (5) Given the reactants C(OC([N:8]([C@@H:22]1[CH2:26][CH2:25][N:24]([C:27]([CH:29]2[CH2:34][CH2:33][CH2:32][CH2:31][CH2:30]2)=[O:28])[CH2:23]1)[C:9]1[N:14]=[CH:13][C:12](/[CH:15]=[CH:16]/[C:17]([O:19]CC)=[O:18])=[CH:11][CH:10]=1)=O)(C)(C)C.C1(OC)C=CC=CC=1.FC(F)(F)C(O)=O.C([O-])(O)=O.[Na+], predict the reaction product. The product is: [CH:29]1([C:27]([N:24]2[CH2:25][CH2:26][C@@H:22]([NH:8][C:9]3[N:14]=[CH:13][C:12](/[CH:15]=[CH:16]/[C:17]([OH:19])=[O:18])=[CH:11][CH:10]=3)[CH2:23]2)=[O:28])[CH2:30][CH2:31][CH2:32][CH2:33][CH2:34]1. (6) Given the reactants Cl.O.[OH:3][C:4]12[C:15]3[C:10](=[C:11]([N+:16]([O-])=O)[CH:12]=[CH:13][CH:14]=3)[C:9](=[O:19])[C:8]1([NH:20][C:21]([C:23]1[CH:28]=[N:27][CH:26]=[CH:25][N:24]=1)=[O:22])[C:7]1[CH:29]=[CH:30][C:31]([CH:33]([CH3:35])[CH3:34])=[CH:32][C:6]=1[O:5]2, predict the reaction product. The product is: [NH2:16][C:11]1[CH:12]=[CH:13][CH:14]=[C:15]2[C:10]=1[C:9](=[O:19])[C:8]1([NH:20][C:21]([C:23]3[CH:28]=[N:27][CH:26]=[CH:25][N:24]=3)=[O:22])[C:7]3[CH:29]=[CH:30][C:31]([CH:33]([CH3:35])[CH3:34])=[CH:32][C:6]=3[O:5][C:4]12[OH:3].